Dataset: Reaction yield outcomes from USPTO patents with 853,638 reactions. Task: Predict the reaction yield, written as a fraction of the theoretical maximum amount of product (1.0 means a 100% yield; for example, 0.34 means a 34% yield). (1) The reactants are [Cl:1][C:2]1[N:3]=[C:4]([C:9]([OH:11])=O)[NH:5][C:6]=1[CH2:7][CH3:8].S(Cl)(Cl)=O.[NH2:16][C:17]1[CH:22]=[CH:21][C:20]([C:23]2[O:24][C:25]([CH2:33][CH3:34])=[C:26]([C:28]([O:30][CH2:31][CH3:32])=[O:29])[N:27]=2)=[CH:19][CH:18]=1. The catalyst is N1C=CC=CC=1. The product is [Cl:1][C:2]1[N:3]=[C:4]([C:9]([NH:16][C:17]2[CH:18]=[CH:19][C:20]([C:23]3[O:24][C:25]([CH2:33][CH3:34])=[C:26]([C:28]([O:30][CH2:31][CH3:32])=[O:29])[N:27]=3)=[CH:21][CH:22]=2)=[O:11])[NH:5][C:6]=1[CH2:7][CH3:8]. The yield is 0.720. (2) The reactants are [NH2:1][C:2]1[CH:7]=[C:6]([C:8]2[CH:9]=[C:10]3[C:16]([C:17]4[CH:18]=[N:19][N:20]([CH2:22][C:23]5[CH:28]=[CH:27][CH:26]=[C:25]([F:29])[CH:24]=5)[CH:21]=4)=[CH:15][NH:14][C:11]3=[N:12][CH:13]=2)[CH:5]=[CH:4][C:3]=1[N:30]1[CH2:35][CH2:34][N:33](C(OC(C)(C)C)=O)[CH2:32][CH2:31]1. The catalyst is Cl.CCOCC.CO. The product is [F:29][C:25]1[CH:24]=[C:23]([CH:28]=[CH:27][CH:26]=1)[CH2:22][N:20]1[CH:21]=[C:17]([C:16]2[C:10]3[C:11](=[N:12][CH:13]=[C:8]([C:6]4[CH:5]=[CH:4][C:3]([N:30]5[CH2:31][CH2:32][NH:33][CH2:34][CH2:35]5)=[C:2]([CH:7]=4)[NH2:1])[CH:9]=3)[NH:14][CH:15]=2)[CH:18]=[N:19]1. The yield is 0.0630. (3) The reactants are [CH2:1]([C@@H:5]1[NH:10][CH2:9][C@H:8]([CH2:11][CH:12]([CH3:14])[CH3:13])[NH:7][C:6]1=[O:15])[CH:2]([CH3:4])[CH3:3].[Cl:16][C:17]1[CH:18]=[C:19]([CH:25]=[CH:26][C:27]=1[Cl:28])[CH:20]=[CH:21][C:22](O)=[O:23].C([C@@H]1N(C(=O)/C=C/C2C=CC=CC=2)C[C@H](CC(C)C)NC1=O)C(C)C. No catalyst specified. The product is [Cl:16][C:17]1[CH:18]=[C:19]([CH:20]=[CH:21][C:22]([N:10]2[CH2:9][C@H:8]([CH2:11][CH:12]([CH3:14])[CH3:13])[NH:7][C:6](=[O:15])[C@@H:5]2[CH2:1][CH:2]([CH3:4])[CH3:3])=[O:23])[CH:25]=[CH:26][C:27]=1[Cl:28]. The yield is 0.940. (4) The reactants are [C:1]([NH:4][CH2:5][C:6]([OH:8])=O)(=[O:3])[CH3:2].CCN=C=[N:13][CH2:14][CH2:15][CH2:16]N(C)C.Cl.C(N)C#C. The catalyst is CN(C1C=CN=CC=1)C.C(Cl)Cl. The product is [C:1]([NH:4][CH2:5][C:6]([NH:13][CH2:14][C:15]#[CH:16])=[O:8])(=[O:3])[CH3:2]. The yield is 0.830. (5) The reactants are O.[CH:2]([C:4]1[CH:9]=[CH:8][CH:7]=[CH:6][C:5]=1[CH:10]=[CH2:11])=[CH2:3].[CH3:12][N:13]([CH3:18])[C:14](=[O:17])[CH:15]=[CH2:16]. The catalyst is C1(C)C=CC=CC=1. The product is [CH:2]([C:4]1[CH:9]=[CH:8][CH:7]=[CH:6][C:5]=1[CH:10]=[CH2:11])=[CH2:3].[CH3:12][N:13]([CH3:18])[C:14](=[O:17])[CH:15]=[CH2:16]. The yield is 0.586. (6) The reactants are C[O:2][C:3](=[O:15])[C:4]1[CH:9]=[C:8]([Cl:10])[CH:7]=[CH:6][C:5]=1[NH:11][CH:12]([CH3:14])[CH3:13].[OH-].[Na+]. The catalyst is CO. The product is [Cl:10][C:8]1[CH:7]=[CH:6][C:5]([NH:11][CH:12]([CH3:14])[CH3:13])=[C:4]([CH:9]=1)[C:3]([OH:15])=[O:2]. The yield is 0.950. (7) The reactants are [F:1][C:2]([F:18])([F:17])[CH:3]([C:5]1[CH:10]=[CH:9][C:8]([C:11]2[CH:16]=[CH:15][N:14]=[CH:13][CH:12]=2)=[CH:7][CH:6]=1)[OH:4].[NH2:19][C:20]1[N:25]=[C:24](Cl)[CH:23]=[C:22]([Cl:27])[N:21]=1.C(=O)([O-])[O-].[Cs+].[Cs+].C(OCC)(=O)C. The catalyst is O1CCOCC1. The product is [Cl:27][C:22]1[CH:23]=[C:24]([O:4][CH:3]([C:5]2[CH:6]=[CH:7][C:8]([C:11]3[CH:12]=[CH:13][N:14]=[CH:15][CH:16]=3)=[CH:9][CH:10]=2)[C:2]([F:1])([F:17])[F:18])[N:25]=[C:20]([NH2:19])[N:21]=1. The yield is 0.800. (8) The reactants are [CH2:1]([O:8][C:9]1[C:10]([CH3:36])=[C:11](C2(C([O-])=O)CN(C(OCC3C=CC=CC=3)=O)C2)[C:12]([C:15](=[O:18])[CH2:16][CH3:17])=[CH:13][CH:14]=1)[C:2]1[CH:7]=[CH:6][CH:5]=[CH:4][CH:3]=1.[H-].[Na+].[C:39]([OH:42])(=O)[CH3:40].Cl.[CH3:44][N:45]([CH3:48])[CH:46]=[O:47]. The catalyst is CO. The product is [CH2:1]([O:8][C:9]1[C:10]([CH3:36])=[C:11]2[C:12]([C:15](=[O:18])[C:16]([CH3:17])=[C:1]([CH:2]3[CH2:48][N:45]([C:46]([O:42][CH2:39][C:40]4[CH:7]=[CH:6][CH:5]=[CH:4][CH:3]=4)=[O:47])[CH2:44]3)[O:8]2)=[CH:13][CH:14]=1)[C:2]1[CH:3]=[CH:4][CH:5]=[CH:6][CH:7]=1. The yield is 0.110. (9) The reactants are [F:1][C:2]([F:26])([F:25])[CH2:3][N:4]1[C:8]([C:9]2[CH:10]=[C:11]3[N:17]([N:18]=2)[C:16]2[CH:19]=[C:20]([CH2:23][OH:24])[CH:21]=[CH:22][C:15]=2[O:14][CH2:13][CH2:12]3)=[N:7][CH:6]=[N:5]1.CC(OI1(OC(C)=O)(OC(C)=O)OC(=O)C2C=CC=CC1=2)=O. The catalyst is C(Cl)Cl. The product is [F:25][C:2]([F:1])([F:26])[CH2:3][N:4]1[C:8]([C:9]2[CH:10]=[C:11]3[N:17]([N:18]=2)[C:16]2[CH:19]=[C:20]([CH:23]=[O:24])[CH:21]=[CH:22][C:15]=2[O:14][CH2:13][CH2:12]3)=[N:7][CH:6]=[N:5]1. The yield is 0.700. (10) The reactants are [F:1][C:2]1[CH:21]=[C:20]([F:22])[CH:19]=[CH:18][C:3]=1[O:4][C:5]1[C:14]([O:15][CH3:16])=[CH:13][CH:12]=[C:11]2[C:6]=1[CH:7]=[CH:8][CH:9]=[N+:10]2[O-].C(OC(=O)C)(=[O:25])C.N. No catalyst specified. The product is [F:1][C:2]1[CH:21]=[C:20]([F:22])[CH:19]=[CH:18][C:3]=1[O:4][C:5]1[C:14]([O:15][CH3:16])=[CH:13][CH:12]=[C:11]2[C:6]=1[CH:7]=[CH:8][C:9](=[O:25])[NH:10]2. The yield is 0.222.